From a dataset of Catalyst prediction with 721,799 reactions and 888 catalyst types from USPTO. Predict which catalyst facilitates the given reaction. (1) The catalyst class is: 2. Product: [C:22]([C@H:21]([N:11]([CH2:12][C:13]1[CH:18]=[CH:17][C:16]([CH2:19][O:20][S:37]([CH3:36])(=[O:39])=[O:38])=[CH:15][CH:14]=1)[S:8]([C:5]1[CH:4]=[CH:3][C:2]([Cl:1])=[CH:7][CH:6]=1)(=[O:10])=[O:9])[CH2:25][CH:26]([CH3:28])[CH3:27])(=[O:23])[NH2:24]. Reactant: [Cl:1][C:2]1[CH:7]=[CH:6][C:5]([S:8]([N:11]([C@H:21]([CH2:25][CH:26]([CH3:28])[CH3:27])[C:22]([NH2:24])=[O:23])[CH2:12][C:13]2[CH:18]=[CH:17][C:16]([CH2:19][OH:20])=[CH:15][CH:14]=2)(=[O:10])=[O:9])=[CH:4][CH:3]=1.CCN(CC)CC.[CH3:36][S:37](Cl)(=[O:39])=[O:38]. (2) Reactant: [NH:1]1[C:9]2[C:4](=[CH:5][CH:6]=[CH:7][CH:8]=2)[C:3]([C:10]([O:12][CH3:13])=[O:11])=[N:2]1.[CH3:14][O:15][C:16]1[CH:23]=[CH:22][C:19]([CH2:20]Cl)=[CH:18][CH:17]=1.C(=O)([O-])[O-].[K+].[K+]. Product: [CH3:14][O:15][C:16]1[CH:23]=[CH:22][C:19]([CH2:20][N:1]2[C:9]3[C:4](=[CH:5][CH:6]=[CH:7][CH:8]=3)[C:3]([C:10]([O:12][CH3:13])=[O:11])=[N:2]2)=[CH:18][CH:17]=1. The catalyst class is: 18. (3) Reactant: [NH2:1][C:2]1[O:6][CH:5]([C:7]2[CH:12]=[CH:11][C:10]([Cl:13])=[CH:9][CH:8]=2)[C:4](=[O:14])[C:3]=1[OH:15].C(N(CC)CC)C.[CH2:23]([S:27](Cl)(=[O:29])=[O:28])[CH2:24][CH2:25][CH3:26].[Cl-].[NH4+]. Product: [Cl:13][C:10]1[CH:9]=[CH:8][C:7]([CH:5]2[C:4](=[O:14])[C:3]([O:15][S:27]([CH2:23][CH2:24][CH2:25][CH3:26])(=[O:29])=[O:28])=[C:2]([NH2:1])[O:6]2)=[CH:12][CH:11]=1. The catalyst class is: 1. (4) Reactant: C[O:2][C:3]([C:5]1([CH2:11][CH2:12][NH:13][C:14]2[CH:19]=[CH:18][C:17]([Br:20])=[CH:16][C:15]=2[F:21])[CH2:10][CH2:9][CH2:8][CH2:7][CH2:6]1)=O.CC(C)([O-])C.[K+]. Product: [Br:20][C:17]1[CH:18]=[CH:19][C:14]([N:13]2[CH2:12][CH2:11][C:5]3([CH2:10][CH2:9][CH2:8][CH2:7][CH2:6]3)[C:3]2=[O:2])=[C:15]([F:21])[CH:16]=1. The catalyst class is: 1. (5) Reactant: [Cl:1][C:2]([Cl:35])([Cl:34])[CH2:3][O:4][C:5](=[O:33])[CH:6]([S:23][CH2:24][CH2:25][C:26]1[CH:31]=[CH:30][C:29]([F:32])=[CH:28][CH:27]=1)[CH2:7][C:8]1[CH:13]=[CH:12][C:11]([C:14](C)(C)[O:15][SiH2]C(C)(C)C)=[CH:10][CH:9]=1.B(F)(F)F.CCOCC.Cl. Product: [Cl:34][C:2]([Cl:1])([Cl:35])[CH2:3][O:4][C:5](=[O:33])[CH:6]([S:23][CH2:24][CH2:25][C:26]1[CH:27]=[CH:28][C:29]([F:32])=[CH:30][CH:31]=1)[CH2:7][C:8]1[CH:9]=[CH:10][C:11]([CH2:14][OH:15])=[CH:12][CH:13]=1. The catalyst class is: 47. (6) Reactant: [CH3:1][CH:2]([CH3:6])[C@@H:3]([NH2:5])[CH3:4].C(N(CC)CC)C.[F:14][C:15]1[C:20]([C:21](Cl)=[O:22])=[C:19]([F:24])[C:18]([F:25])=[C:17]([F:26])[C:16]=1[F:27]. Product: [CH3:4][C@H:3]([NH:5][C:21](=[O:22])[C:20]1[C:19]([F:24])=[C:18]([F:25])[C:17]([F:26])=[C:16]([F:27])[C:15]=1[F:14])[CH:2]([CH3:6])[CH3:1]. The catalyst class is: 4. (7) Reactant: C(OC([NH:8][C@H:9]([C:23]([O:25][CH3:26])=[O:24])[CH2:10][C:11]1[CH:16]=[CH:15][C:14]([CH:17]2[CH2:22][CH2:21][O:20][CH2:19][CH2:18]2)=[CH:13][CH:12]=1)=O)(C)(C)C.Cl. Product: [O:20]1[CH2:21][CH2:22][CH:17]([C:14]2[CH:15]=[CH:16][C:11]([CH2:10][C@@H:9]([C:23]([O:25][CH3:26])=[O:24])[NH2:8])=[CH:12][CH:13]=2)[CH2:18][CH2:19]1. The catalyst class is: 5.